From a dataset of Full USPTO retrosynthesis dataset with 1.9M reactions from patents (1976-2016). Predict the reactants needed to synthesize the given product. (1) Given the product [ClH:37].[CH:32]1([C:35]([N:20]2[CH2:19][CH2:18][C:17]3[C:22](=[CH:23][CH:24]=[C:15]([C:12]4[CH:11]=[CH:10][C:9]([CH2:8][CH2:7][N:3]5[CH2:4][CH2:5][CH2:6][C@H:2]5[CH3:1])=[CH:14][CH:13]=4)[CH:16]=3)[CH2:21]2)=[O:36])[CH2:34][CH2:33]1, predict the reactants needed to synthesize it. The reactants are: [CH3:1][C@@H:2]1[CH2:6][CH2:5][CH2:4][N:3]1[CH2:7][CH2:8][C:9]1[CH:14]=[CH:13][C:12]([C:15]2[CH:16]=[C:17]3[C:22](=[CH:23][CH:24]=2)[CH2:21][NH:20][CH2:19][CH2:18]3)=[CH:11][CH:10]=1.C(N(CC)CC)C.[CH:32]1([C:35]([Cl:37])=[O:36])[CH2:34][CH2:33]1.Cl. (2) Given the product [CH2:1]([O:3][C:4](=[O:19])[CH2:5][CH2:6][C:7]1[C:12]([C:13]([O:15][CH3:16])=[O:14])=[CH:11][N:10]=[C:9]([O:17][CH3:18])[CH:8]=1)[CH3:2], predict the reactants needed to synthesize it. The reactants are: [CH2:1]([O:3][C:4](=[O:19])/[CH:5]=[CH:6]/[C:7]1[C:12]([C:13]([O:15][CH3:16])=[O:14])=[CH:11][N:10]=[C:9]([O:17][CH3:18])[CH:8]=1)[CH3:2]. (3) Given the product [Br:1][C:2]1[CH:9]=[CH:8][C:5]([CH2:6][NH:11][CH3:10])=[CH:4][CH:3]=1, predict the reactants needed to synthesize it. The reactants are: [Br:1][C:2]1[CH:9]=[CH:8][C:5]([CH:6]=O)=[CH:4][CH:3]=1.[CH3:10][NH2:11].CO.[BH4-].[Na+]. (4) The reactants are: [C:1]([C:4]1[CH:11]=[CH:10][C:7]([C:8]#[N:9])=[CH:6][CH:5]=1)(=[O:3])[CH3:2].ClC1C=C(C2O[N:23]=[C:22]([C:25]([OH:27])=[O:26])C=2)C=CC=1F. Given the product [C:8]([C:7]1[CH:10]=[CH:11][C:4]([C:1]2[O:3][N:23]=[C:22]([C:25]([OH:27])=[O:26])[CH:2]=2)=[CH:5][CH:6]=1)#[N:9], predict the reactants needed to synthesize it. (5) The reactants are: [Cl:1][C:2]1[CH:7]=[CH:6][C:5]([CH2:8][S:9][CH3:10])=[CH:4][N:3]=1.ClC1C=CC=C(C(OO)=[O:19])C=1.CO. Given the product [Cl:1][C:2]1[CH:7]=[CH:6][C:5]([CH2:8][S:9]([CH3:10])=[O:19])=[CH:4][N:3]=1, predict the reactants needed to synthesize it. (6) Given the product [F:1][C:2]([F:7])([F:6])[C:3]([OH:5])=[O:4].[CH2:38]([S:35]([N:32]1[CH2:31][CH2:30][CH:29]([C:20]2[C:19]3[C:23](=[C:24]([C:26]([NH2:28])=[O:27])[CH:25]=[C:17]([C:15]4[S:16][C:12]([CH2:11][NH:9][CH2:8][CH2:2][CH3:3])=[CH:13][CH:14]=4)[CH:18]=3)[NH:22][CH:21]=2)[CH2:34][CH2:33]1)(=[O:36])=[O:37])[CH3:39], predict the reactants needed to synthesize it. The reactants are: [F:1][C:2]([F:7])([F:6])[C:3]([OH:5])=[O:4].[CH3:8][N:9]([CH2:11][C:12]1[S:16][C:15]([C:17]2[CH:18]=[C:19]3[C:23](=[C:24]([C:26]([NH2:28])=[O:27])[CH:25]=2)[NH:22][CH:21]=[C:20]3[CH:29]2[CH2:34][CH2:33][N:32]([S:35]([CH2:38][CH3:39])(=[O:37])=[O:36])[CH2:31][CH2:30]2)=[CH:14][CH:13]=1)C.CNC. (7) The reactants are: [CH2:1]1[O:12][C:4]2([CH:9]3CC[CH:5]2[CH2:6][CH2:7][CH2:8]3)[O:3][CH2:2]1.[O:13]=[O+][O-].C1(P([C:29]2[CH:34]=CC=CC=2)C2C=CC=CC=2)C=CC=CC=1. Given the product [CH2:2]1[O:3][C:4]2([CH2:5][CH:6]3[C:7](=[O:13])[CH:8]([CH2:34][CH2:29]3)[CH2:9]2)[O:12][CH2:1]1, predict the reactants needed to synthesize it. (8) The reactants are: [CH3:1][O:2][C:3]1[CH:4]=[C:5]([CH:23]=[CH:24][C:25]=1[O:26][CH3:27])[CH2:6][CH:7]1[C:16]2[C:11](=[CH:12][C:13]([O:21][CH3:22])=[C:14]([O:17][CH:18]([CH3:20])[CH3:19])[CH:15]=2)[CH2:10][CH2:9][NH:8]1.Br[CH2:29][C:30](Br)=[O:31].[CH3:33][O:34][C:35]1[CH:42]=[CH:41][CH:40]=[CH:39][C:36]=1[CH2:37][NH2:38]. Given the product [CH3:1][O:2][C:3]1[CH:4]=[C:5]([CH:23]=[CH:24][C:25]=1[O:26][CH3:27])[CH2:6][CH:7]1[C:16]2[C:11](=[CH:12][C:13]([O:21][CH3:22])=[C:14]([O:17][CH:18]([CH3:20])[CH3:19])[CH:15]=2)[CH2:10][CH2:9][N:8]1[CH2:29][C:30]([NH:38][CH2:37][C:36]1[CH:39]=[CH:40][CH:41]=[CH:42][C:35]=1[O:34][CH3:33])=[O:31], predict the reactants needed to synthesize it. (9) The reactants are: [C:1]([O:5][C:6]([N:8]1[CH2:20][C@@H:19]([CH3:21])[N:18]2[C@H:10]([CH2:11][C:12]3[C:17]2=[N:16][C:15](Br)=[CH:14][CH:13]=3)[CH2:9]1)=[O:7])([CH3:4])([CH3:3])[CH3:2].C(N(CC)CC)C.O.[C:31]([O:34][CH2:35]C)(=[O:33])C. Given the product [CH3:35][O:34][C:31]([C:15]1[N:16]=[C:17]2[C:12](=[CH:13][CH:14]=1)[CH2:11][C@H:10]1[N:18]2[C@H:19]([CH3:21])[CH2:20][N:8]([C:6]([O:5][C:1]([CH3:4])([CH3:3])[CH3:2])=[O:7])[CH2:9]1)=[O:33], predict the reactants needed to synthesize it. (10) Given the product [CH3:1][N:2]1[CH2:7][CH2:6][N:5]([S:18]([OH:21])(=[O:20])=[O:19])[CH2:4][CH2:3]1, predict the reactants needed to synthesize it. The reactants are: [CH3:1][N:2]1[CH2:7][CH2:6][NH:5][CH2:4][CH2:3]1.C(N(C(C)C)CC)(C)C.Cl[S:18]([OH:21])(=[O:20])=[O:19].